Dataset: Drug-target binding data from BindingDB using IC50 measurements. Task: Regression. Given a target protein amino acid sequence and a drug SMILES string, predict the binding affinity score between them. We predict pIC50 (pIC50 = -log10(IC50 in M); higher means more potent). Dataset: bindingdb_ic50. (1) The small molecule is Cc1cncc2cccc(S(=O)(=O)N3CCCNC[C@@H]3C)c12. The target protein (Q28021) has sequence MSRPPPTGKMPGAPEAVSGDGAGASRQRKLEALIRDPRSPINVESLLDGLNPLVLDLDFPALRKNKNIDNFLNRYEKIVKKIRGLQMKAEDYDVVKVIGRGAFGEVQLVRHKASQKVYAMKLLSKFEMIKRSDSAFFWEERDIMAFANSPWVVQLFCAFQDDKYLYMVMEYMPGGDLVNLMSNYDVPEKWAKFYTAEVVLALDAIHSMGLIHRDVKPDNMLLDKHGHLKLADFGTCMKMDETGMVHCDTAVGTPDYISPEVLKSQGGDGYYGRECDWWSVGVFLFEMLVGDTPFYADSLVGTYSKIMDHKNSLCFPEDAEISKHAKNLICAFLTDREVRLGRNGVEEIKQHPFFKNDQWNWDNIRETAAPVVPELSSDIDSSNFDDIEDDKGDVETFPIPKAFVGNQLPFIGFTYYRENLLLSDSPSCKENDSIQSRKNEESQEIQKKLYTLEEHLSTEIQAKEELEQKCKSVNTRLEKVAKELEEEITLRKNVESTLRQ.... The pIC50 is 7.3. (2) The small molecule is COc1cc(C=NN=C(Nc2ccc(C)cc2)c2nc3ccccc3s2)ccc1O. The pIC50 is 4.9. The target protein (P06492) has sequence MDLLVDELFADMNADGASPPPPRPAGGPKNTPAAPPLYATGRLSQAQLMPSPPMPVPPAALFNRLLDDLGFSAGPALCTMLDTWNEDLFSALPTNADLYRECKFLSTLPSDVVEWGDAYVPERTQIDIRAHGDVAFPTLPATRDGLGLYYEALSRFFHAELRAREESYRTVLANFCSALYRYLRASVRQLHRQAHMRGRDRDLGEMLRATIADRYYRETARLARVLFLHLYLFLTREILWAAYAEQMMRPDLFDCLCCDLESWRQLAGLFQPFMFVNGALTVRGVPIEARRLRELNHIREHLNLPLVRSAATEEPGAPLTTPPTLHGNQARASGYFMVLIRAKLDSYSSFTTSPSEAVMREHAYSRARTKNNYGSTIEGLLDLPDDDAPEEAGLAAPRLSFLPAGHTRRLSTAPPTDVSLGDELHLDGEDVAMAHADALDDFDLDMLGDGDSPGPGFTPHDSAPYGALDMADFEFEQMFTDALGIDEYGG.